From a dataset of Catalyst prediction with 721,799 reactions and 888 catalyst types from USPTO. Predict which catalyst facilitates the given reaction. (1) Reactant: [H-].[Na+].[Br:3][C:4]1[CH:9]=[CH:8][C:7]([S:10]([CH3:13])(=[NH:12])=[O:11])=[CH:6][CH:5]=1.[CH3:14]I. Product: [Br:3][C:4]1[CH:9]=[CH:8][C:7]([S:10]([CH3:13])(=[N:12][CH3:14])=[O:11])=[CH:6][CH:5]=1. The catalyst class is: 57. (2) Reactant: Cl[C:2]1[CH:7]=[CH:6][C:5]([N:8]2[CH2:13][CH2:12][O:11][CH2:10][CH2:9]2)=[CH:4][C:3]=1[NH:14][C:15]1[C:24]2[C:19](=[CH:20][C:21]([F:26])=[CH:22][C:23]=2[F:25])[N:18]=[C:17]([C:27]2[CH:32]=[CH:31][CH:30]=[CH:29][N:28]=2)[C:16]=1[CH3:33].[O:34]1[CH2:39][CH:38]=[C:37](B2OC(C)(C)C(C)(C)O2)[CH2:36][CH2:35]1.C1(P(C2CCCCC2)C2CCCCC2)CCCCC1.[O-]P([O-])([O-])=O.[K+].[K+].[K+]. Product: [O:34]1[CH2:35][CH:36]=[C:37]([C:2]2[CH:7]=[CH:6][C:5]([N:8]3[CH2:13][CH2:12][O:11][CH2:10][CH2:9]3)=[CH:4][C:3]=2[NH:14][C:15]2[C:24]3[C:19](=[CH:20][C:21]([F:26])=[CH:22][C:23]=3[F:25])[N:18]=[C:17]([C:27]3[CH:32]=[CH:31][CH:30]=[CH:29][N:28]=3)[C:16]=2[CH3:33])[CH2:38][CH2:39]1. The catalyst class is: 552. (3) Reactant: [H-].[Na+].[Cl:3][C:4]1[C:13]2[C:8](=[CH:9][C:10]([O:14][CH3:15])=[CH:11][CH:12]=2)[C:7]([NH:16][C:17](=[O:24])[C:18]2[CH:23]=[CH:22][CH:21]=[CH:20][CH:19]=2)=[CH:6][N:5]=1.I[CH2:26][CH3:27]. Product: [Cl:3][C:4]1[C:13]2[C:8](=[CH:9][C:10]([O:14][CH3:15])=[CH:11][CH:12]=2)[C:7]([N:16]([CH2:26][CH3:27])[C:17](=[O:24])[C:18]2[CH:19]=[CH:20][CH:21]=[CH:22][CH:23]=2)=[CH:6][N:5]=1. The catalyst class is: 3. (4) Reactant: [N:1]([C:4]1[CH:9]=[CH:8][CH:7]=[CH:6][C:5]=1[N+:10]([O-:12])=[O:11])=[C:2]=[O:3].[CH2:13]([C:15]1[N:16]=[C:17]([CH:20]2[CH2:28][C:27]3[C:22](=[CH:23][CH:24]=[CH:25][CH:26]=3)[NH:21]2)[NH:18][CH:19]=1)[CH3:14]. Product: [CH2:13]([C:15]1[N:16]=[C:17]([CH:20]2[CH2:28][C:27]3[C:22](=[CH:23][CH:24]=[CH:25][CH:26]=3)[N:21]2[C:2]([NH:1][C:4]2[CH:9]=[CH:8][CH:7]=[CH:6][C:5]=2[N+:10]([O-:12])=[O:11])=[O:3])[NH:18][CH:19]=1)[CH3:14]. The catalyst class is: 1. (5) Reactant: Br[C:2]1[CH:3]=[C:4]([CH:7]=[CH:8][C:9]=1[F:10])[CH:5]=[O:6].CC1(C)C2C(=C(P(C3C=CC=CC=3)C3C=CC=CC=3)C=CC=2)OC2C(P(C3C=CC=CC=3)C3C=CC=CC=3)=CC=CC1=2.C(=O)([O-])[O-].[Cs+].[Cs+].[CH3:59][CH:60]1[NH:64][C:63](=[O:65])[CH2:62][CH2:61]1. The catalyst class is: 102. Product: [F:10][C:9]1[CH:8]=[CH:7][C:4]([CH:5]=[O:6])=[CH:3][C:2]=1[N:64]1[C:63](=[O:65])[CH2:62][CH2:61][CH:60]1[CH3:59].